From a dataset of Peptide-MHC class II binding affinity with 134,281 pairs from IEDB. Regression. Given a peptide amino acid sequence and an MHC pseudo amino acid sequence, predict their binding affinity value. This is MHC class II binding data. (1) The peptide sequence is DLVANQPNLKALREK. The binding affinity (normalized) is 0.0647. The MHC is HLA-DQA10102-DQB10502 with pseudo-sequence HLA-DQA10102-DQB10502. (2) The peptide sequence is NLEIDMIVDTISDFR. The MHC is HLA-DPA10301-DPB10402 with pseudo-sequence HLA-DPA10301-DPB10402. The binding affinity (normalized) is 0.361. (3) The peptide sequence is PANDKFTVFEAAFNN. The MHC is DRB4_0101 with pseudo-sequence DRB4_0103. The binding affinity (normalized) is 0.169. (4) The peptide sequence is RSVLLTLVALAGV. The MHC is DRB1_0401 with pseudo-sequence DRB1_0401. The binding affinity (normalized) is 0.362.